This data is from Forward reaction prediction with 1.9M reactions from USPTO patents (1976-2016). The task is: Predict the product of the given reaction. (1) Given the reactants [CH2:1]([O:8][C:9]1[C:18]([CH2:19][C@H:20]([OH:23])[CH2:21][OH:22])=[CH:17][C:16]([O:24][CH3:25])=[C:15]2[C:10]=1[C@@H:11]1[CH2:26][C@H:14]2[CH2:13][CH2:12]1)[C:2]1[CH:7]=[CH:6][CH:5]=[CH:4][CH:3]=1.[C:27]1([CH3:37])[CH:32]=[CH:31][C:30]([S:33](Cl)(=[O:35])=[O:34])=[CH:29][CH:28]=1.CC1C=CC(S(OCC2OC3C4CCCC=4C(C)=CC=3C2)(=O)=O)=CC=1, predict the reaction product. The product is: [CH3:37][C:27]1[CH:32]=[CH:31][C:30]([S:33]([O:22][CH2:21][C@@H:20]([OH:23])[CH2:19][C:18]2[C:9]([O:8][CH2:1][C:2]3[CH:3]=[CH:4][CH:5]=[CH:6][CH:7]=3)=[C:10]3[C:15](=[C:16]([O:24][CH3:25])[CH:17]=2)[C@H:14]2[CH2:26][C@@H:11]3[CH2:12][CH2:13]2)(=[O:35])=[O:34])=[CH:29][CH:28]=1. (2) Given the reactants O[CH2:2][CH2:3][N:4]([CH2:19][C:20]1[CH:25]=[CH:24][CH:23]=[CH:22][CH:21]=1)[S:5]([C:8]1[CH:13]=[CH:12][C:11]([O:14][CH2:15][CH2:16][CH2:17][CH3:18])=[CH:10][CH:9]=1)(=[O:7])=[O:6].C1(P(C2C=CC=CC=2)C2C=CC=CC=2)C=CC=CC=1.[S:45]1C=CC=C1CC(O)=O, predict the reaction product. The product is: [SH:45][CH2:2][CH2:3][N:4]([CH2:19][C:20]1[CH:25]=[CH:24][CH:23]=[CH:22][CH:21]=1)[S:5]([C:8]1[CH:13]=[CH:12][C:11]([O:14][CH2:15][CH2:16][CH2:17][CH3:18])=[CH:10][CH:9]=1)(=[O:7])=[O:6]. (3) Given the reactants Br[CH2:2][C:3]1[CH:17]=[C:16]([C:18]([F:21])([F:20])[F:19])[CH:15]=[CH:14][C:4]=1[O:5][CH2:6][C:7]([O:9][C:10]([CH3:13])([CH3:12])[CH3:11])=[O:8].[CH3:22][C:23]1[N:24]=[N:25][NH:26][N:27]=1.C(=O)([O-])[O-].[K+].[K+], predict the reaction product. The product is: [CH3:22][C:23]1[N:24]=[N:25][N:26]([CH2:2][C:3]2[CH:17]=[C:16]([C:18]([F:21])([F:20])[F:19])[CH:15]=[CH:14][C:4]=2[O:5][CH2:6][C:7]([O:9][C:10]([CH3:13])([CH3:12])[CH3:11])=[O:8])[N:27]=1.